This data is from Forward reaction prediction with 1.9M reactions from USPTO patents (1976-2016). The task is: Predict the product of the given reaction. (1) Given the reactants [NH2:1][C:2]1[CH:7]=[CH:6][C:5]([C@@H:8]2[CH2:10][C@H:9]2[C:11]([OH:13])=[O:12])=[CH:4][CH:3]=1.Br[CH2:15][C:16]1[CH:17]=[C:18]([C:22]([C:24]2[CH:29]=[CH:28][CH:27]=[CH:26][CH:25]=2)=[O:23])[CH:19]=[CH:20][CH:21]=1.C(C1C=C(C=CC=1)CNC1C=CC(CCC(O)=O)=CC=1)(=O)C1C=CC=CC=1, predict the reaction product. The product is: [C:22]([C:18]1[CH:17]=[C:16]([CH:21]=[CH:20][CH:19]=1)[CH2:15][NH:1][C:2]1[CH:3]=[CH:4][C:5]([C@@H:8]2[CH2:10][C@H:9]2[C:11]([OH:13])=[O:12])=[CH:6][CH:7]=1)(=[O:23])[C:24]1[CH:25]=[CH:26][CH:27]=[CH:28][CH:29]=1. (2) Given the reactants [CH:1]1([C:4]2[C:9]3[O:10][CH:11]([CH3:15])[C:12](=[O:14])[NH:13][C:8]=3[CH:7]=[C:6]([CH:16]=O)[CH:5]=2)[CH2:3][CH2:2]1.[CH2:18]([NH:20][C:21](=[O:34])[C:22]1[CH:27]=[CH:26][C:25]([N:28]2[CH2:33][CH2:32][NH:31][CH2:30][CH2:29]2)=[CH:24][CH:23]=1)[CH3:19], predict the reaction product. The product is: [CH:1]1([C:4]2[C:9]3[O:10][CH:11]([CH3:15])[C:12](=[O:14])[NH:13][C:8]=3[CH:7]=[C:6]([CH2:16][N:31]3[CH2:30][CH2:29][N:28]([C:25]4[CH:24]=[CH:23][C:22]([C:21]([NH:20][CH2:18][CH3:19])=[O:34])=[CH:27][CH:26]=4)[CH2:33][CH2:32]3)[CH:5]=2)[CH2:2][CH2:3]1. (3) Given the reactants [C:1]1([CH3:11])[CH:6]=[CH:5][C:4]([S:7](Cl)(=[O:9])=[O:8])=[CH:3][CH:2]=1.[I-].[K+].[CH2:14]([OH:17])[CH2:15][OH:16], predict the reaction product. The product is: [CH3:11][C:1]1[CH:6]=[CH:5][C:4]([S:7]([O-:16])(=[O:9])=[O:8])=[CH:3][CH:2]=1.[OH:16][CH2:15][CH2:14][O:17][S:7]([C:4]1[CH:5]=[CH:6][C:1]([CH3:11])=[CH:2][CH:3]=1)(=[O:9])=[O:8]. (4) Given the reactants [Br:1][C:2]1[S:6][C:5]([CH2:7][NH2:8])=[CH:4][CH:3]=1.[Cl:9][C:10]1[CH:11]=[C:12]([S:16](Cl)(=[O:18])=[O:17])[CH:13]=[CH:14][CH:15]=1.C(N(CC)C(C)C)(C)C, predict the reaction product. The product is: [Br:1][C:2]1[S:6][C:5]([CH2:7][NH:8][S:16]([C:12]2[CH:13]=[CH:14][CH:15]=[C:10]([Cl:9])[CH:11]=2)(=[O:18])=[O:17])=[CH:4][CH:3]=1.